Dataset: NCI-60 drug combinations with 297,098 pairs across 59 cell lines. Task: Regression. Given two drug SMILES strings and cell line genomic features, predict the synergy score measuring deviation from expected non-interaction effect. (1) Drug 1: CC1=C2C(C(=O)C3(C(CC4C(C3C(C(C2(C)C)(CC1OC(=O)C(C(C5=CC=CC=C5)NC(=O)OC(C)(C)C)O)O)OC(=O)C6=CC=CC=C6)(CO4)OC(=O)C)OC)C)OC. Drug 2: CS(=O)(=O)C1=CC(=C(C=C1)C(=O)NC2=CC(=C(C=C2)Cl)C3=CC=CC=N3)Cl. Cell line: OVCAR-4. Synergy scores: CSS=40.3, Synergy_ZIP=2.11, Synergy_Bliss=4.08, Synergy_Loewe=-31.5, Synergy_HSA=5.27. (2) Drug 1: COC1=C(C=C2C(=C1)N=CN=C2NC3=CC(=C(C=C3)F)Cl)OCCCN4CCOCC4. Drug 2: CC1CCC2CC(C(=CC=CC=CC(CC(C(=O)C(C(C(=CC(C(=O)CC(OC(=O)C3CCCCN3C(=O)C(=O)C1(O2)O)C(C)CC4CCC(C(C4)OC)O)C)C)O)OC)C)C)C)OC. Cell line: K-562. Synergy scores: CSS=25.3, Synergy_ZIP=-9.27, Synergy_Bliss=-4.83, Synergy_Loewe=-4.48, Synergy_HSA=0.141. (3) Drug 1: CC1=C(C=C(C=C1)C(=O)NC2=CC(=CC(=C2)C(F)(F)F)N3C=C(N=C3)C)NC4=NC=CC(=N4)C5=CN=CC=C5. Drug 2: C1=NC(=NC(=O)N1C2C(C(C(O2)CO)O)O)N. Cell line: MALME-3M. Synergy scores: CSS=-3.67, Synergy_ZIP=2.27, Synergy_Bliss=5.65, Synergy_Loewe=-7.31, Synergy_HSA=-6.54. (4) Drug 1: CN1CCC(CC1)COC2=C(C=C3C(=C2)N=CN=C3NC4=C(C=C(C=C4)Br)F)OC. Drug 2: CC1=C(C=C(C=C1)NC2=NC=CC(=N2)N(C)C3=CC4=NN(C(=C4C=C3)C)C)S(=O)(=O)N.Cl. Cell line: HOP-92. Synergy scores: CSS=17.8, Synergy_ZIP=-2.47, Synergy_Bliss=4.34, Synergy_Loewe=-3.95, Synergy_HSA=5.56. (5) Synergy scores: CSS=20.9, Synergy_ZIP=-8.93, Synergy_Bliss=-8.31, Synergy_Loewe=-29.2, Synergy_HSA=-8.24. Cell line: MOLT-4. Drug 2: C(CC(=O)O)C(=O)CN.Cl. Drug 1: C1=NC2=C(N=C(N=C2N1C3C(C(C(O3)CO)O)O)F)N. (6) Drug 1: CC1=C2C(C(=O)C3(C(CC4C(C3C(C(C2(C)C)(CC1OC(=O)C(C(C5=CC=CC=C5)NC(=O)C6=CC=CC=C6)O)O)OC(=O)C7=CC=CC=C7)(CO4)OC(=O)C)O)C)OC(=O)C. Drug 2: C(CC(=O)O)C(=O)CN.Cl. Cell line: UACC62. Synergy scores: CSS=25.9, Synergy_ZIP=-4.12, Synergy_Bliss=-8.31, Synergy_Loewe=-51.4, Synergy_HSA=-10.3. (7) Drug 1: CC12CCC(CC1=CCC3C2CCC4(C3CC=C4C5=CN=CC=C5)C)O. Drug 2: CN(C)C1=NC(=NC(=N1)N(C)C)N(C)C. Cell line: MALME-3M. Synergy scores: CSS=1.79, Synergy_ZIP=1.08, Synergy_Bliss=3.91, Synergy_Loewe=-5.64, Synergy_HSA=-1.95.